From a dataset of Aqueous solubility values for 9,982 compounds from the AqSolDB database. Regression/Classification. Given a drug SMILES string, predict its absorption, distribution, metabolism, or excretion properties. Task type varies by dataset: regression for continuous measurements (e.g., permeability, clearance, half-life) or binary classification for categorical outcomes (e.g., BBB penetration, CYP inhibition). For this dataset (solubility_aqsoldb), we predict Y. (1) The compound is Brc1ccc(I)cc1. The Y is -4.45 log mol/L. (2) The drug is O=CC1CC=CCC1. The Y is -0.978 log mol/L. (3) The compound is C[C@]1(O)CC[C@H]2[C@@H]3CCC4=CC(=O)CC[C@]4(C)[C@H]3CC[C@@]21C. The Y is -3.95 log mol/L. (4) The molecule is COCc1ccc([N+](=O)[O-])o1. The Y is -1.15 log mol/L. (5) The molecule is O=C(O)CC1(CC(=O)O)CCCCC1. The Y is -1.47 log mol/L. (6) The molecule is Cc1ccc(NS(=O)(=O)c2ccc([N+](=O)[O-])cc2)nc1. The Y is -4.29 log mol/L. (7) The drug is O=C(O)c1cccc([N+](=O)[O-])c1C(=O)O. The Y is -1.02 log mol/L.